From a dataset of Forward reaction prediction with 1.9M reactions from USPTO patents (1976-2016). Predict the product of the given reaction. Given the reactants [Br:1][C:2]1[C:7]2[N:8]=[C:9]([OH:12])[N:10]=[CH:11][C:6]=2[N:5]=[CH:4][C:3]=1[C:13]([O:15]CC)=[O:14], predict the reaction product. The product is: [Br:1][C:2]1[C:7]2[N:8]=[C:9]([OH:12])[N:10]=[CH:11][C:6]=2[N:5]=[CH:4][C:3]=1[C:13]([OH:15])=[O:14].